From a dataset of Forward reaction prediction with 1.9M reactions from USPTO patents (1976-2016). Predict the product of the given reaction. (1) Given the reactants [OH:1][C@H:2]([CH2:25][O:26][C:27]1[CH:32]=[CH:31][CH:30]=[CH:29][CH:28]=1)[CH2:3][NH:4][C@@H:5]([CH2:8][C:9]1[CH:14]=[CH:13][C:12]([O:15][C:16]2[C:21]([N+:22]([O-:24])=[O:23])=[CH:20][CH:19]=[CH:18][N:17]=2)=[CH:11][CH:10]=1)[CH2:6][OH:7].[C:33](O[C:33]([O:35][C:36]([CH3:39])([CH3:38])[CH3:37])=[O:34])([O:35][C:36]([CH3:39])([CH3:38])[CH3:37])=[O:34].O, predict the reaction product. The product is: [C:36]([O:35][C:33](=[O:34])[N:4]([C@H:5]([CH2:6][OH:7])[CH2:8][C:9]1[CH:10]=[CH:11][C:12]([O:15][C:16]2[C:21]([N+:22]([O-:24])=[O:23])=[CH:20][CH:19]=[CH:18][N:17]=2)=[CH:13][CH:14]=1)[CH2:3][C@H:2]([OH:1])[CH2:25][O:26][C:27]1[CH:32]=[CH:31][CH:30]=[CH:29][CH:28]=1)([CH3:39])([CH3:38])[CH3:37]. (2) Given the reactants [CH2:1]([O:8][CH2:9][C:10]1[O:14][C:13]([C:15]2[CH:20]=[CH:19][CH:18]=[CH:17][CH:16]=2)=[N:12][C:11]=1[C:21]([N:23]([CH2:31][C:32]([O:34]C)=[O:33])[CH2:24][C:25]1[CH:30]=[CH:29][CH:28]=[CH:27][N:26]=1)=[O:22])[C:2]1[CH:7]=[CH:6][CH:5]=[CH:4][CH:3]=1.[OH-].[Li+], predict the reaction product. The product is: [CH2:1]([O:8][CH2:9][C:10]1[O:14][C:13]([C:15]2[CH:20]=[CH:19][CH:18]=[CH:17][CH:16]=2)=[N:12][C:11]=1[C:21]([N:23]([CH2:31][C:32]([OH:34])=[O:33])[CH2:24][C:25]1[CH:30]=[CH:29][CH:28]=[CH:27][N:26]=1)=[O:22])[C:2]1[CH:3]=[CH:4][CH:5]=[CH:6][CH:7]=1. (3) Given the reactants [Br:1][CH2:2][C:3]1[CH:8]=[CH:7][C:6]([C:9]([F:12])([F:11])[F:10])=[CH:5][CH:4]=1.[P:13]([O:20][CH2:21][CH3:22])([O:17][CH2:18][CH3:19])[O:14][CH2:15][CH3:16], predict the reaction product. The product is: [Br-:1].[CH2:15]([O:14][P+:13]([O:20][CH2:21][CH3:22])([O:17][CH2:18][CH3:19])[CH2:2][C:3]1[CH:8]=[CH:7][C:6]([C:9]([F:12])([F:11])[F:10])=[CH:5][CH:4]=1)[CH3:16]. (4) Given the reactants [CH3:1][S:2](Cl)(=[O:4])=[O:3].[Cl:6][C:7]1[CH:12]=[CH:11][C:10]([C:13]2[CH:14]=[CH:15][C:16]([C:19]#[C:20][C:21]3[CH:30]=[CH:29][C:24]([O:25][CH2:26][CH2:27][OH:28])=[C:23]([CH3:31])[CH:22]=3)=[N:17][CH:18]=2)=[CH:9][CH:8]=1.C(N(CC)CC)C, predict the reaction product. The product is: [CH3:1][S:2]([O:28][CH2:27][CH2:26][O:25][C:24]1[CH:29]=[CH:30][C:21]([C:20]#[C:19][C:16]2[CH:15]=[CH:14][C:13]([C:10]3[CH:9]=[CH:8][C:7]([Cl:6])=[CH:12][CH:11]=3)=[CH:18][N:17]=2)=[CH:22][C:23]=1[CH3:31])(=[O:4])=[O:3].